Dataset: Catalyst prediction with 721,799 reactions and 888 catalyst types from USPTO. Task: Predict which catalyst facilitates the given reaction. (1) Reactant: C([O:8][C:9]1[CH:14]=[CH:13][C:12]([CH2:15][C@H:16]([NH:21]C(OCC2C=CC=CC=2)=O)[C:17]([O:19][CH3:20])=[O:18])=[CH:11][C:10]=1[O:32][C:33]([N:35]1[CH2:39][CH2:38][CH2:37][CH2:36]1)=[O:34])C1C=CC=CC=1.C([Cl:47])C1C=CC=CC=1. Product: [Cl-:47].[OH:8][C:9]1[CH:14]=[CH:13][C:12]([CH2:15][C@H:16]([NH3+:21])[C:17]([O:19][CH3:20])=[O:18])=[CH:11][C:10]=1[O:32][C:33]([N:35]1[CH2:36][CH2:37][CH2:38][CH2:39]1)=[O:34]. The catalyst class is: 129. (2) Reactant: [CH2:1]([O:9][C:10]1[CH:15]=[CH:14][C:13]([CH:16]2[O:21][CH2:20][CH2:19][NH:18][CH2:17]2)=[CH:12][CH:11]=1)[CH2:2][CH2:3][CH2:4][CH2:5][CH2:6][CH2:7][CH3:8].[C:22]([O:26][C:27](=[O:32])[CH2:28][CH2:29][CH2:30]Br)([CH3:25])([CH3:24])[CH3:23].[I-].[K+].C([O-])([O-])=O.[K+].[K+]. Product: [C:22]([O:26][C:27](=[O:32])[CH2:28][CH2:29][CH2:30][N:18]1[CH2:19][CH2:20][O:21][CH:16]([C:13]2[CH:12]=[CH:11][C:10]([O:9][CH2:1][CH2:2][CH2:3][CH2:4][CH2:5][CH2:6][CH2:7][CH3:8])=[CH:15][CH:14]=2)[CH2:17]1)([CH3:25])([CH3:24])[CH3:23]. The catalyst class is: 23. (3) Reactant: [ClH:1].[NH2:2][C@@H:3]1[CH2:8][CH2:7][CH2:6][N:5]([C:9]2[C:14]([Br:15])=[CH:13][N:12]=[C:11]3[NH:16][CH:17]=[C:18]([NH:19][C:20]([CH:22]4[CH2:24][CH2:23]4)=[O:21])[C:10]=23)[CH2:4]1.Br[CH2:26][CH2:27][F:28].CCN(C(C)C)C(C)C.O. Product: [ClH:1].[Br:15][C:14]1[C:9]([N:5]2[CH2:6][CH2:7][CH2:8][C@@H:3]([NH:2][CH2:26][CH2:27][F:28])[CH2:4]2)=[C:10]2[C:18]([NH:19][C:20]([CH:22]3[CH2:23][CH2:24]3)=[O:21])=[CH:17][NH:16][C:11]2=[N:12][CH:13]=1. The catalyst class is: 3.